Dataset: HIV replication inhibition screening data with 41,000+ compounds from the AIDS Antiviral Screen. Task: Binary Classification. Given a drug SMILES string, predict its activity (active/inactive) in a high-throughput screening assay against a specified biological target. (1) The result is 0 (inactive). The drug is COC1C2=CC=CC=CC2n2c(=O)n(-c3ccccc3)c(=O)n21. (2) The drug is Cc1ccc(Nc2nc(O)c3cc[nH]c3n2)cc1. The result is 0 (inactive).